Predict the reactants needed to synthesize the given product. From a dataset of Full USPTO retrosynthesis dataset with 1.9M reactions from patents (1976-2016). Given the product [Cl:1][C:2]1[CH:3]=[C:4]2[C:8](=[CH:9][CH:10]=1)[C@H:7]([N:11]1[C:19]3[C:14](=[CH:15][C:16](/[CH:20]=[C:32]4/[C:33](=[O:34])[N:29]([CH2:28][CH2:27][N:22]5[CH2:26][CH2:25][CH2:24][CH2:23]5)[C:30](=[O:35])[S:31]/4)=[CH:17][CH:18]=3)[CH:13]=[N:12]1)[CH2:6][CH2:5]2, predict the reactants needed to synthesize it. The reactants are: [Cl:1][C:2]1[CH:3]=[C:4]2[C:8](=[CH:9][CH:10]=1)[C@H:7]([N:11]1[C:19]3[C:14](=[CH:15][C:16]([CH:20]=O)=[CH:17][CH:18]=3)[CH:13]=[N:12]1)[CH2:6][CH2:5]2.[N:22]1([CH2:27][CH2:28][N:29]2[C:33](=[O:34])[CH2:32][S:31][C:30]2=[O:35])[CH2:26][CH2:25][CH2:24][CH2:23]1.